Task: Predict the product of the given reaction.. Dataset: Forward reaction prediction with 1.9M reactions from USPTO patents (1976-2016) (1) Given the reactants [CH:1]1([NH:4][C@@H:5]2[CH2:10][CH2:9][N:8]([C:11]3[CH:16]=[CH:15][C:14]([C:17]([F:20])([F:19])[F:18])=[CH:13][N:12]=3)[CH2:7][C@@H:6]2[F:21])[CH2:3][CH2:2]1.[CH3:22][C:23]1[N:27]([C:28]2[CH:36]=[CH:35][C:31]([C:32](O)=[O:33])=[CH:30][CH:29]=2)[N:26]=[N:25][N:24]=1, predict the reaction product. The product is: [CH:1]1([N:4]([C@@H:5]2[CH2:10][CH2:9][N:8]([C:11]3[CH:16]=[CH:15][C:14]([C:17]([F:18])([F:20])[F:19])=[CH:13][N:12]=3)[CH2:7][C@@H:6]2[F:21])[C:32](=[O:33])[C:31]2[CH:35]=[CH:36][C:28]([N:27]3[C:23]([CH3:22])=[N:24][N:25]=[N:26]3)=[CH:29][CH:30]=2)[CH2:2][CH2:3]1. (2) Given the reactants C(N(CC)CC)C.[C:16](O[C:16]([O:18][C:19]([CH3:22])([CH3:21])[CH3:20])=[O:17])([O:18][C:19]([CH3:22])([CH3:21])[CH3:20])=[O:17].C(#N)C.[CH2:26]([O:33][CH2:34][C@@H:35]1[NH:40][C:39](=[O:41])[CH2:38][O:37][CH2:36]1)[C:27]1[CH:32]=[CH:31][CH:30]=[CH:29][CH:28]=1, predict the reaction product. The product is: [C:19]([O:18][C:16]([N:40]1[C:39](=[O:41])[CH2:38][O:37][CH2:36][C@@H:35]1[CH2:34][O:33][CH2:26][C:27]1[CH:32]=[CH:31][CH:30]=[CH:29][CH:28]=1)=[O:17])([CH3:20])([CH3:21])[CH3:22]. (3) The product is: [BrH:19].[NH2:1][C:2]1[C:6]2[C:7](=[O:18])[N:8]([C:11]3[CH:16]=[CH:15][N:14]=[CH:13][C:12]=3[Cl:17])[CH:9]=[C:10]([Br:19])[C:5]=2[NH:4][N:3]=1. Given the reactants [NH2:1][C:2]1[C:6]2[C:7](=[O:18])[N:8]([C:11]3[CH:16]=[CH:15][N:14]=[CH:13][C:12]=3[Cl:17])[CH:9]=[CH:10][C:5]=2[NH:4][N:3]=1.[Br:19]Br, predict the reaction product. (4) Given the reactants [Cl:1][C:2]1[CH:3]=[C:4]([CH:18]=[CH:19][C:20]=1[Cl:21])[CH2:5][C:6]1[CH:7]=[N:8][C:9]2[N:10]([N:12]=[CH:13][C:14]=2[C:15]([OH:17])=O)[CH:11]=1.[NH2:22][CH2:23][CH2:24][NH:25][C:26](=[O:32])[O:27][C:28]([CH3:31])([CH3:30])[CH3:29].CN(C(ON1N=NC2C=CC=CC1=2)=[N+](C)C)C.[B-](F)(F)(F)F.C(N(CC)CC)C, predict the reaction product. The product is: [C:28]([O:27][C:26](=[O:32])[NH:25][CH2:24][CH2:23][NH:22][C:15]([C:14]1[CH:13]=[N:12][N:10]2[CH:11]=[C:6]([CH2:5][C:4]3[CH:18]=[CH:19][C:20]([Cl:21])=[C:2]([Cl:1])[CH:3]=3)[CH:7]=[N:8][C:9]=12)=[O:17])([CH3:31])([CH3:29])[CH3:30]. (5) Given the reactants [Cl:1][C:2]1[CH:7]=[CH:6][N:5]=[CH:4][CH:3]=1.OO.[CH3:10][NH:11][CH:12]=[O:13], predict the reaction product. The product is: [Cl:1][C:2]1[CH:7]=[CH:6][N:5]=[C:4]([C:12]([NH:11][CH3:10])=[O:13])[CH:3]=1. (6) Given the reactants [NH2:1][C:2]1[CH:10]=[C:6]([C:7]([OH:9])=[O:8])[C:5]([OH:11])=[CH:4][CH:3]=1.[CH3:12]O, predict the reaction product. The product is: [NH2:1][C:2]1[CH:3]=[CH:4][C:5]([OH:11])=[C:6]([CH:10]=1)[C:7]([O:9][CH3:12])=[O:8]. (7) Given the reactants [CH:1]1([CH2:4][NH:5][C:6](=[O:17])[NH:7][C:8]2[CH:16]=[CH:15][C:11]([C:12]([OH:14])=O)=[CH:10][CH:9]=2)[CH2:3][CH2:2]1.[F:18][C:19]([F:41])([F:40])[C:20]([C:26]1[CH:39]=[CH:38][C:29]([CH2:30][N:31]2[CH2:36][CH2:35][NH:34][CH2:33][C:32]2=[O:37])=[CH:28][CH:27]=1)([OH:25])[C:21]([F:24])([F:23])[F:22].C(N(CC)CC)C.CCCP1(OP(CCC)(=O)OP(CCC)(=O)O1)=O, predict the reaction product. The product is: [CH:1]1([CH2:4][NH:5][C:6]([NH:7][C:8]2[CH:9]=[CH:10][C:11]([C:12]([N:34]3[CH2:35][CH2:36][N:31]([CH2:30][C:29]4[CH:38]=[CH:39][C:26]([C:20]([OH:25])([C:19]([F:18])([F:40])[F:41])[C:21]([F:24])([F:22])[F:23])=[CH:27][CH:28]=4)[C:32](=[O:37])[CH2:33]3)=[O:14])=[CH:15][CH:16]=2)=[O:17])[CH2:2][CH2:3]1.